This data is from Reaction yield outcomes from USPTO patents with 853,638 reactions. The task is: Predict the reaction yield, written as a fraction of the theoretical maximum amount of product (1.0 means a 100% yield; for example, 0.34 means a 34% yield). (1) The reactants are O[CH2:2][C:3]1([S:6]([NH:9][C:10](=[O:16])[O:11][C:12]([CH3:15])([CH3:14])[CH3:13])(=[O:8])=[O:7])[CH2:5][CH2:4]1.CCN(S(F)(F)[F:23])CC. The catalyst is C(Cl)Cl. The product is [F:23][CH2:2][C:3]1([S:6]([NH:9][C:10](=[O:16])[O:11][C:12]([CH3:15])([CH3:14])[CH3:13])(=[O:8])=[O:7])[CH2:5][CH2:4]1. The yield is 0.720. (2) The reactants are [SH:1][C:2]1[S:3][C:4]2[CH2:13][C:12]3[C:11]([O:14][CH2:15][C:16]([O:18]CC)=[O:17])=[C:10]([CH3:21])[CH:9]=[C:8]([CH3:22])[C:7]=3[C:5]=2[N:6]=1.[C:23]1([CH:29]([C:33]2[CH:38]=[CH:37][CH:36]=[CH:35][CH:34]=2)[CH2:30][CH2:31]I)[CH:28]=[CH:27][CH:26]=[CH:25][CH:24]=1. No catalyst specified. The product is [C:23]1([CH:29]([C:33]2[CH:34]=[CH:35][CH:36]=[CH:37][CH:38]=2)[CH2:30][CH2:31][S:1][C:2]2[S:3][C:4]3[CH2:13][C:12]4[C:11]([O:14][CH2:15][C:16]([OH:18])=[O:17])=[C:10]([CH3:21])[CH:9]=[C:8]([CH3:22])[C:7]=4[C:5]=3[N:6]=2)[CH:28]=[CH:27][CH:26]=[CH:25][CH:24]=1. The yield is 0.550. (3) The yield is 0.820. The reactants are Cl[C:2]1[C:11]2[C:6](=[CH:7][C:8]([O:14][CH3:15])=[C:9]([O:12][CH3:13])[CH:10]=2)[N:5]=[CH:4][CH:3]=1.[Br:16][C:17]1[CH:22]=[C:21]([CH3:23])[CH:20]=[CH:19][C:18]=1[OH:24].O. The catalyst is ClC1C=CC=CC=1Cl. The product is [Br:16][C:17]1[CH:22]=[C:21]([CH3:23])[CH:20]=[CH:19][C:18]=1[O:24][C:2]1[C:11]2[C:6](=[CH:7][C:8]([O:14][CH3:15])=[C:9]([O:12][CH3:13])[CH:10]=2)[N:5]=[CH:4][CH:3]=1. (4) The yield is 0.0840. The catalyst is C1C=CC(P(C2C=CC=CC=2)[C-]2C=CC=C2)=CC=1.C1C=CC(P(C2C=CC=CC=2)[C-]2C=CC=C2)=CC=1.Cl[Pd]Cl.[Fe+2].O. The reactants are Br[C:2]1[CH:3]=[C:4]2[C:9](=[CH:10][CH:11]=1)[CH:8]=[N:7][CH:6]=[CH:5]2.[Cl:12][C:13]1[C:18]([NH:19][S:20]([C:23]2[CH:28]=[CH:27][C:26]([F:29])=[CH:25][CH:24]=2)(=[O:22])=[O:21])=[CH:17][C:16](B2OC(C)(C)C(C)(C)O2)=[CH:15][N:14]=1.C(=O)([O-])[O-].[Na+].[Na+].O1CCOCC1.O. The product is [Cl:12][C:13]1[C:18]([NH:19][S:20]([C:23]2[CH:28]=[CH:27][C:26]([F:29])=[CH:25][CH:24]=2)(=[O:22])=[O:21])=[CH:17][C:16]([C:2]2[CH:3]=[C:4]3[C:9](=[CH:10][CH:11]=2)[CH:8]=[N:7][CH:6]=[CH:5]3)=[CH:15][N:14]=1.